Dataset: Forward reaction prediction with 1.9M reactions from USPTO patents (1976-2016). Task: Predict the product of the given reaction. (1) Given the reactants FC(F)(OC1C=CC(C2OC([C:19]3[CH:28]=[CH:27][C:22]([C:23]([O:25]C)=[O:24])=[CH:21][CH:20]=3)=NN=2)=CC=1)C(F)(F)F.Cl, predict the reaction product. The product is: [C:23]([OH:25])(=[O:24])[C:22]1[CH:27]=[CH:28][CH:19]=[CH:20][CH:21]=1. (2) Given the reactants C([O:5][C:6](=[O:36])[CH2:7][N:8]1[C:13](=[O:14])[C:12]2[C:15]([Cl:19])=[N:16][CH:17]=[CH:18][C:11]=2[N:10]([CH2:20][C:21](=[O:34])[NH:22][C:23]2[CH:28]=[C:27]([Cl:29])[C:26]([O:30][CH3:31])=[CH:25][C:24]=2[O:32][CH3:33])[C:9]1=[O:35])(C)(C)C, predict the reaction product. The product is: [Cl:19][C:15]1[C:12]2[C:13](=[O:14])[N:8]([CH2:7][C:6]([OH:36])=[O:5])[C:9](=[O:35])[N:10]([CH2:20][C:21](=[O:34])[NH:22][C:23]3[CH:28]=[C:27]([Cl:29])[C:26]([O:30][CH3:31])=[CH:25][C:24]=3[O:32][CH3:33])[C:11]=2[CH:18]=[CH:17][N:16]=1. (3) Given the reactants [Cl:1][C:2]1[C:7]([N+:8]([O-:10])=[O:9])=[CH:6][CH:5]=[C:4]([Cl:11])[C:3]=1[CH2:12][C:13]([OH:15])=O.[NH2:16][C:17]1[CH:24]=[CH:23][CH:22]=[CH:21][C:18]=1[CH:19]=[O:20], predict the reaction product. The product is: [Cl:1][C:2]1[C:7]([N+:8]([O-:10])=[O:9])=[CH:6][CH:5]=[C:4]([Cl:11])[C:3]=1[CH2:12][C:13]([NH:16][C:17]1[CH:24]=[CH:23][CH:22]=[CH:21][C:18]=1[CH:19]=[O:20])=[O:15]. (4) Given the reactants Br[CH2:2][C:3]1[C:8]([CH3:9])=[CH:7][CH:6]=[CH:5][C:4]=1[N:10]1[C:14](=[O:15])[N:13]([CH3:16])[N:12]=[N:11]1.[F:17][C:18]1[CH:19]=[C:20]([N:24]2[CH:28]=[CH:27][C:26]([OH:29])=[N:25]2)[CH:21]=[CH:22][CH:23]=1.C(=O)([O-])[O-].[K+].[K+].C(#N)C, predict the reaction product. The product is: [F:17][C:18]1[CH:19]=[C:20]([N:24]2[CH:28]=[CH:27][C:26]([O:29][CH2:2][C:3]3[C:8]([CH3:9])=[CH:7][CH:6]=[CH:5][C:4]=3[N:10]3[C:14](=[O:15])[N:13]([CH3:16])[N:12]=[N:11]3)=[N:25]2)[CH:21]=[CH:22][CH:23]=1. (5) Given the reactants [C:1]([O:5][C:6](=[O:30])[CH2:7][O:8][C:9]1[CH:14]=[CH:13][C:12]([Cl:15])=[CH:11][C:10]=1[C:16]#[C:17][C:18]1[CH:23]=[CH:22][CH:21]=[C:20]([S:24]([CH2:27]CC)(=[O:26])=[O:25])[CH:19]=1)([CH3:4])([CH3:3])[CH3:2].[C:31](OC(=O)COC1C=CC(Cl)=CC=1C#C)(C)(C)[CH3:32].C(C1C=CC(S(C)(=O)=O)=CC=1I)C, predict the reaction product. The product is: [C:1]([O:5][C:6](=[O:30])[CH2:7][O:8][C:9]1[CH:14]=[CH:13][C:12]([Cl:15])=[CH:11][C:10]=1[C:16]#[C:17][C:18]1[CH:19]=[C:20]([S:24]([CH3:27])(=[O:25])=[O:26])[CH:21]=[CH:22][C:23]=1[CH2:31][CH3:32])([CH3:3])([CH3:2])[CH3:4]. (6) Given the reactants [N:1]1[CH:6]=[CH:5][CH:4]=[C:3]([CH2:7][S:8]([CH2:11][C@H:12]([NH:16][C@@H:17]([C:22]2[CH:27]=[CH:26][C:25]([F:28])=[CH:24][CH:23]=2)[C:18]([F:21])([F:20])[F:19])[C:13]([OH:15])=O)(=[O:10])=[O:9])[CH:2]=1.[CH:29]1([NH:32][C:33](=[O:41])[CH:34]([OH:40])[C@@H:35]([NH2:39])[CH2:36][CH2:37][CH3:38])[CH2:31][CH2:30]1.CN(C(ON1N=NC2C=CC=CC1=2)=[N+](C)C)C.F[P-](F)(F)(F)(F)F.CN1CCOCC1.[NH4+].[Cl-], predict the reaction product. The product is: [CH:29]1([NH:32][C:33](=[O:41])[CH:34]([OH:40])[C@@H:35]([NH:39][C:13](=[O:15])[C@@H:12]([NH:16][C@@H:17]([C:22]2[CH:23]=[CH:24][C:25]([F:28])=[CH:26][CH:27]=2)[C:18]([F:21])([F:20])[F:19])[CH2:11][S:8]([CH2:7][C:3]2[CH:2]=[N:1][CH:6]=[CH:5][CH:4]=2)(=[O:9])=[O:10])[CH2:36][CH2:37][CH3:38])[CH2:31][CH2:30]1. (7) Given the reactants CC1(C)[O:7][C:6](=[O:8])[C:5](=[CH:9][NH:10][C:11]2[NH:15][N:14]=[CH:13][C:12]=2[C:16]([O:18][CH2:19][CH3:20])=[O:17])[C:4](=O)[O:3]1.C(N(CC)CC)C.FC(F)(F)S(O[Si](C)(C)C)(=O)=O.C(O)C, predict the reaction product. The product is: [CH2:19]([O:18][C:16]([C:12]1[CH:13]=[N:14][N:15]2[C:4]([OH:3])=[C:5]([C:6]([OH:7])=[O:8])[CH:9]=[N:10][C:11]=12)=[O:17])[CH3:20].